Dataset: Catalyst prediction with 721,799 reactions and 888 catalyst types from USPTO. Task: Predict which catalyst facilitates the given reaction. (1) Reactant: I[C:2]1[NH:6][C:5]([CH2:7][O:8][CH3:9])=[N:4][C:3]=1[CH3:10].[CH3:11][C:12]1[CH:21]=[C:20]([CH3:22])[C:19](B2OC(C)(C)C(C)(C)O2)=[CH:18][C:13]=1[C:14]([O:16][CH3:17])=[O:15].C(=O)([O-])[O-].[K+].[K+]. Product: [CH3:9][O:8][CH2:7][C:5]1[NH:6][C:2]([C:19]2[C:20]([CH3:22])=[CH:21][C:12]([CH3:11])=[C:13]([CH:18]=2)[C:14]([O:16][CH3:17])=[O:15])=[C:3]([CH3:10])[N:4]=1. The catalyst class is: 117. (2) Reactant: [NH2:1][C:2]1[C:7]([N+:8]([O-:10])=[O:9])=[CH:6][CH:5]=[CH:4][C:3]=1[OH:11].[Br:12]Br. Product: [NH2:1][C:2]1[C:7]([N+:8]([O-:10])=[O:9])=[CH:6][C:5]([Br:12])=[CH:4][C:3]=1[OH:11]. The catalyst class is: 12. (3) Reactant: [C:1]([N:4]1[C@@H:10]([CH3:11])[C@H:9]([NH:12][C:13](=[O:25])[C@@H:14]([N:16](C)[C:17](=O)OC(C)(C)C)[CH3:15])[C:8](=[O:26])[N:7]([CH2:27][C:28]2[C:37]3[C:32](=[CH:33][CH:34]=[CH:35][CH:36]=3)[N:31]=[CH:30][C:29]=2[CH:38]2[CH2:40][CH2:39]2)[C:6]2[CH:41]=[CH:42][C:43]([C:45]#[N:46])=[CH:44][C:5]1=2)(=[O:3])[CH3:2].[ClH:47]. Product: [ClH:47].[ClH:47].[C:1]([N:4]1[C@@H:10]([CH3:11])[C@H:9]([NH:12][C:13](=[O:25])[C@@H:14]([NH:16][CH3:17])[CH3:15])[C:8](=[O:26])[N:7]([CH2:27][C:28]2[C:37]3[C:32](=[CH:33][CH:34]=[CH:35][CH:36]=3)[N:31]=[CH:30][C:29]=2[CH:38]2[CH2:39][CH2:40]2)[C:6]2[CH:41]=[CH:42][C:43]([C:45]#[N:46])=[CH:44][C:5]1=2)(=[O:3])[CH3:2]. The catalyst class is: 440. (4) Reactant: [CH2:1]([O:8][C@H:9]1[C@H:15]([O:16][CH2:17][C:18]2[CH:23]=[CH:22][CH:21]=[CH:20][CH:19]=2)[C@@H:14]([O:24][CH2:25][C:26]2[CH:31]=[CH:30][CH:29]=[CH:28][CH:27]=2)[C@:13]2([C:33]3[CH:38]=[CH:37][C:36]([Cl:39])=[C:35]([CH2:40][C:41]4[CH:46]=[CH:45][C:44]([O:47][CH2:48][CH3:49])=[CH:43][CH:42]=4)[CH:34]=3)[O:32][C@@:10]1([CH:50]([OH:52])[CH3:51])[CH2:11][O:12]2)[C:2]1[CH:7]=[CH:6][CH:5]=[CH:4][CH:3]=1.Cl[C:54]([O:56][CH:57]([CH3:59])[CH3:58])=[O:55].C(N(CC)CC)C. Product: [C:54](=[O:55])([O:52][CH:50]([C@:10]12[O:32][C@:13]([C:33]3[CH:38]=[CH:37][C:36]([Cl:39])=[C:35]([CH2:40][C:41]4[CH:42]=[CH:43][C:44]([O:47][CH2:48][CH3:49])=[CH:45][CH:46]=4)[CH:34]=3)([O:12][CH2:11]1)[C@H:14]([O:24][CH2:25][C:26]1[CH:31]=[CH:30][CH:29]=[CH:28][CH:27]=1)[C@@H:15]([O:16][CH2:17][C:18]1[CH:19]=[CH:20][CH:21]=[CH:22][CH:23]=1)[CH:9]2[O:8][CH2:1][C:2]1[CH:7]=[CH:6][CH:5]=[CH:4][CH:3]=1)[CH3:51])[O:56][CH:57]([CH3:59])[CH3:58]. The catalyst class is: 4.